Dataset: Peptide-MHC class I binding affinity with 185,985 pairs from IEDB/IMGT. Task: Regression. Given a peptide amino acid sequence and an MHC pseudo amino acid sequence, predict their binding affinity value. This is MHC class I binding data. The peptide sequence is YLLGLSAIM. The MHC is HLA-A02:03 with pseudo-sequence HLA-A02:03. The binding affinity (normalized) is 0.666.